Task: Regression. Given a peptide amino acid sequence and an MHC pseudo amino acid sequence, predict their binding affinity value. This is MHC class II binding data.. Dataset: Peptide-MHC class II binding affinity with 134,281 pairs from IEDB The peptide sequence is AEVRSYCYLATVSDLSTK. The MHC is DRB1_0405 with pseudo-sequence DRB1_0405. The binding affinity (normalized) is 0.243.